From a dataset of Forward reaction prediction with 1.9M reactions from USPTO patents (1976-2016). Predict the product of the given reaction. (1) Given the reactants [C:1]([CH2:4][N:5]1[C:10](=[O:11])[C:9]2([CH2:17][O:16][CH2:15][CH2:14][O:13][CH2:12]2)[N:8](C(OC(C)(C)C)=O)[CH2:7][C@H:6]1[C:25]1[CH:30]=[C:29]([F:31])[CH:28]=[C:27]([F:32])[CH:26]=1)(O)=[O:2].[NH2:33][C:34]1[CH:35]=[C:36]2[C:49](=[CH:50][CH:51]=1)[CH2:48][C@@:38]1([C:46]3[C:41](=[N:42][CH:43]=[CH:44][CH:45]=3)[NH:40][C:39]1=[O:47])[CH2:37]2.Cl.C(N=C=NCCCN(C)C)C.C1C=CC2N(O)N=NC=2C=1.Cl, predict the reaction product. The product is: [F:31][C:29]1[CH:30]=[C:25]([C@H:6]2[N:5]([CH2:4][C:1]([NH:33][C:34]3[CH:35]=[C:36]4[C:49](=[CH:50][CH:51]=3)[CH2:48][C@@:38]3([C:46]5[C:41](=[N:42][CH:43]=[CH:44][CH:45]=5)[NH:40][C:39]3=[O:47])[CH2:37]4)=[O:2])[C:10](=[O:11])[C:9]3([CH2:17][O:16][CH2:15][CH2:14][O:13][CH2:12]3)[NH:8][CH2:7]2)[CH:26]=[C:27]([F:32])[CH:28]=1. (2) Given the reactants [CH3:1][S:2]([CH2:5][C:6]1[CH:11]=[C:10]([N:12]2[CH2:17][CH2:16][O:15][CH2:14][CH2:13]2)[N:9]=[C:8]([C:18]2[CH:24]=[CH:23][C:21]([NH2:22])=[CH:20][CH:19]=2)[N:7]=1)(=[O:4])=[O:3].[CH:25]1([S:28](Cl)(=[O:30])=[O:29])[CH2:27][CH2:26]1.C(O)C(N)(CO)CO, predict the reaction product. The product is: [CH3:1][S:2]([CH2:5][C:6]1[CH:11]=[C:10]([N:12]2[CH2:17][CH2:16][O:15][CH2:14][CH2:13]2)[N:9]=[C:8]([C:18]2[CH:24]=[CH:23][C:21]([NH:22][S:28]([CH:25]3[CH2:27][CH2:26]3)(=[O:30])=[O:29])=[CH:20][CH:19]=2)[N:7]=1)(=[O:4])=[O:3]. (3) Given the reactants [CH3:1][O:2][C:3]([C:5]1[CH:6]=[C:7](B(O)O)[CH:8]=[CH:9][CH:10]=1)=[O:4].Br[C:15]1[CH:16]=[N:17][CH:18]=[CH:19][CH:20]=1.C([O-])([O-])=O.[K+].[K+].O1CCOCC1, predict the reaction product. The product is: [N:17]1[CH:18]=[CH:19][CH:20]=[C:15]([C:7]2[CH:6]=[C:5]([CH:10]=[CH:9][CH:8]=2)[C:3]([O:2][CH3:1])=[O:4])[CH:16]=1. (4) The product is: [CH2:1]([CH:3]1[CH2:8][CH2:7][CH2:6][CH2:5][C:4]1=[N:16][OH:17])[CH3:2]. Given the reactants [CH2:1]([CH:3]1[CH2:8][CH2:7][CH2:6][CH2:5][C:4]1=O)[CH3:2].C([O-])(=O)C.[Na+].Cl.[NH2:16][OH:17], predict the reaction product. (5) Given the reactants [Cl:1][C:2]1[CH:3]=[C:4]([CH:8]([OH:31])[CH2:9][NH:10][C:11]2[CH:16]=[CH:15][NH:14][C:13](=[O:17])[C:12]=2[C:18]2[NH:19][C:20]3[CH:26]=[C:25]([C:27]([NH2:29])=O)[CH:24]=[C:23]([CH3:30])[C:21]=3[N:22]=2)[CH:5]=[CH:6][CH:7]=1, predict the reaction product. The product is: [NH2:29][CH2:27][C:25]1[CH:24]=[C:23]([CH3:30])[C:21]2[N:22]=[C:18]([C:12]3[C:13](=[O:17])[NH:14][CH:15]=[CH:16][C:11]=3[NH:10][CH2:9][CH:8]([C:4]3[CH:5]=[CH:6][CH:7]=[C:2]([Cl:1])[CH:3]=3)[OH:31])[NH:19][C:20]=2[CH:26]=1. (6) Given the reactants [CH3:1][CH:2]([CH3:6])[CH2:3][CH2:4][NH2:5].[C:7](O[C:7]([O:9][C:10]([CH3:13])([CH3:12])[CH3:11])=[O:8])([O:9][C:10]([CH3:13])([CH3:12])[CH3:11])=[O:8].C(N(CC)CC)C, predict the reaction product. The product is: [CH2:4]([NH:5][C:7](=[O:8])[O:9][C:10]([CH3:13])([CH3:12])[CH3:11])[CH2:3][CH:2]([CH3:6])[CH3:1]. (7) Given the reactants O1C2C=CC=CC=2C[C:3](=[O:11])N1.[C:12]([C:16]1[CH:44]=[CH:43][C:19]([C:20]([NH:22][C:23]2[CH:38]=[C:37](C(OC)=O)[CH:36]=[CH:35][C:24]=2[C:25]([NH:27][C:28]2[CH:33]=[CH:32][C:31]([Cl:34])=[CH:30][N:29]=2)=[O:26])=[O:21])=[CH:18][CH:17]=1)([CH3:15])([CH3:14])[CH3:13].Cl.C1C[O:49][CH2:48]C1, predict the reaction product. The product is: [C:12]([C:16]1[CH:44]=[CH:43][C:19]([C:20]([NH:22][C:23]2[CH:38]=[CH:37][C:36]([C:48]([O:11][CH3:3])=[O:49])=[CH:35][C:24]=2[C:25]([NH:27][C:28]2[CH:33]=[CH:32][C:31]([Cl:34])=[CH:30][N:29]=2)=[O:26])=[O:21])=[CH:18][CH:17]=1)([CH3:15])([CH3:13])[CH3:14]. (8) Given the reactants Cl[CH2:2][C:3]1[CH:17]=[CH:16][C:6]([C:7]([NH:9][C:10]2[CH:15]=[N:14][CH:13]=[CH:12][N:11]=2)=[O:8])=[CH:5][CH:4]=1.[N:18]1[CH:19]=[CH:20][N:21]2[CH:26]=[CH:25][CH:24]=[C:23]([OH:27])[C:22]=12.FC1C=CC(CN2C=C(NC(=O)C3C=CC=C(COC4C=CC=CC=4C(F)(F)F)C=3)C=N2)=CC=1, predict the reaction product. The product is: [N:18]1[CH:19]=[CH:20][N:21]2[CH:26]=[CH:25][CH:24]=[C:23]([O:27][CH2:2][C:3]3[CH:17]=[CH:16][C:6]([C:7]([NH:9][C:10]4[CH:15]=[N:14][CH:13]=[CH:12][N:11]=4)=[O:8])=[CH:5][CH:4]=3)[C:22]=12.